Dataset: Full USPTO retrosynthesis dataset with 1.9M reactions from patents (1976-2016). Task: Predict the reactants needed to synthesize the given product. Given the product [CH2:46]([NH:15][C:16]1[CH:21]=[CH:20][CH:19]=[CH:18][C:17]=1[C:22]1[CH:30]=[CH:29][C:25]([C:26]([OH:28])=[O:27])=[C:24]([NH:31][C:32]([C:34]2[CH:35]=[N:36][CH:37]=[C:38]([C:40]3[CH:45]=[CH:44][CH:43]=[CH:42][CH:41]=3)[CH:39]=2)=[O:33])[CH:23]=1)[CH3:47], predict the reactants needed to synthesize it. The reactants are: FC(F)(F)C(O)=O.C(OC([N:15]([CH2:46][CH3:47])[C:16]1[CH:21]=[CH:20][CH:19]=[CH:18][C:17]=1[C:22]1[CH:30]=[CH:29][C:25]([C:26]([OH:28])=[O:27])=[C:24]([NH:31][C:32]([C:34]2[CH:35]=[N:36][CH:37]=[C:38]([C:40]3[CH:45]=[CH:44][CH:43]=[CH:42][CH:41]=3)[CH:39]=2)=[O:33])[CH:23]=1)=O)(C)(C)C.